This data is from Forward reaction prediction with 1.9M reactions from USPTO patents (1976-2016). The task is: Predict the product of the given reaction. Given the reactants [Cl:1][C:2]1[CH:28]=[C:27]([F:29])[C:26]([F:30])=[CH:25][C:3]=1[C:4]([NH:6][C:7](=[O:24])[NH:8][C:9]1[CH:14]=[C:13]([N+:15]([O-])=O)[CH:12]=[CH:11][C:10]=1[CH:18]=[CH:19][C:20]([O:22][CH3:23])=[O:21])=[O:5].Cl, predict the reaction product. The product is: [NH2:15][C:13]1[CH:12]=[CH:11][C:10]([CH:18]=[CH:19][C:20]([O:22][CH3:23])=[O:21])=[C:9]([NH:8][C:7]([NH:6][C:4](=[O:5])[C:3]2[CH:25]=[C:26]([F:30])[C:27]([F:29])=[CH:28][C:2]=2[Cl:1])=[O:24])[CH:14]=1.